From a dataset of Catalyst prediction with 721,799 reactions and 888 catalyst types from USPTO. Predict which catalyst facilitates the given reaction. (1) Reactant: [C-:1]#[N:2].[K+].[Br:4][C:5]1[CH:12]=[CH:11][C:8]([CH2:9]Br)=[C:7]([Cl:13])[CH:6]=1. Product: [Br:4][C:5]1[CH:12]=[CH:11][C:8]([CH2:9][C:1]#[N:2])=[C:7]([Cl:13])[CH:6]=1. The catalyst class is: 374. (2) The catalyst class is: 7. Reactant: [F:1][C:2]1[CH:7]=[CH:6][C:5]([C:8]2[N:9]=[C:10]([CH:20]([CH3:22])[CH3:21])[NH:11][C:12]=2[C:13]2[CH:18]=[CH:17][CH:16]=[C:15]([CH3:19])[N:14]=2)=[CH:4][C:3]=1[C:23]1[CH:28]=[CH:27][C:26]([OH:29])=[CH:25][CH:24]=1.C1(P(C2C=CC=CC=2)C2C=CC=CC=2)C=CC=CC=1.O[CH2:50][CH2:51][N:52]1[CH2:56][CH2:55][CH2:54][CH2:53]1.O. Product: [F:1][C:2]1[C:3]([C:23]2[CH:24]=[CH:25][C:26]([O:29][CH2:50][CH2:51][N:52]3[CH2:56][CH2:55][CH2:54][CH2:53]3)=[CH:27][CH:28]=2)=[CH:4][C:5]([C:8]2[N:9]=[C:10]([CH:20]([CH3:22])[CH3:21])[NH:11][C:12]=2[C:13]2[CH:18]=[CH:17][CH:16]=[C:15]([CH3:19])[N:14]=2)=[CH:6][CH:7]=1. (3) Reactant: [O:1]=[C:2]([N:18]1[CH2:23][CH2:22][N:21]([C:24]([C:26]2[CH:27]=[N:28][CH:29]=[CH:30][C:31]=2[C:32]([F:35])([F:34])[F:33])=[O:25])[CH2:20][CH2:19]1)[CH2:3][NH:4][C:5](C1N=NN(C2C=CC=CC=2)C=1)=[O:6].[CH3:36][CH2:37]N(C(C)C)C(C)C.ClC(Cl)(OC(=O)OC(Cl)(Cl)Cl)Cl.Cl.NCC(N1CC[N:65]([C:68]([C:70]2[CH:71]=[N:72][CH:73]=[CH:74][C:75]=2[C:76](F)(F)F)=O)CC1)=O.FC(F)(F)C1C=CN=CC=1C(O)=O. The catalyst class is: 34. Product: [O:1]=[C:2]([N:18]1[CH2:19][CH2:20][N:21]([C:24]([C:26]2[CH:27]=[N:28][CH:29]=[CH:30][C:31]=2[C:32]([F:34])([F:35])[F:33])=[O:25])[CH2:22][CH2:23]1)[CH2:3][NH:4][C:5]([N:65]1[CH:68]=[C:70]([C:75]2[CH:74]=[CH:73][CH:37]=[CH:36][CH:76]=2)[CH:71]=[N:72]1)=[O:6]. (4) Reactant: [CH2:1]([C@@H:3]([C:8]1[CH:13]=[CH:12][CH:11]=[C:10]([O:14][CH2:15][C:16]2[CH:21]=[CH:20][CH:19]=[CH:18][CH:17]=2)[CH:9]=1)[C@@H:4]([CH3:7])[CH2:5]O)[CH3:2].[BrH:22].O. Product: [Br:22][CH2:5][C@H:4]([CH3:7])[C@H:3]([C:8]1[CH:13]=[CH:12][CH:11]=[C:10]([O:14][CH2:15][C:16]2[CH:21]=[CH:20][CH:19]=[CH:18][CH:17]=2)[CH:9]=1)[CH2:1][CH3:2]. The catalyst class is: 4. (5) Reactant: [CH3:1][N:2]1[C:6]([S:7]S(C2C=CC(C)=CC=2)(=O)=O)=[N:5][N:4]=[N:3]1.[C:18]([S:22][C:23]([C:25]1[N:26]2[C@H:29]([S:30](=[O:35])(=[O:34])[CH2:31][C:32]=1[CH3:33])[C@@H:28]([O:36][CH3:37])[C:27]2=[O:38])=[O:24])([CH3:21])([CH3:20])[CH3:19].N12CCCC1=NCCC2.CCOC(C)=O. Product: [C:18]([S:22][C:23]([C:25]1[N:26]2[C@H:29]([S:30](=[O:35])(=[O:34])[CH:31]([S:7][C:6]3[N:2]([CH3:1])[N:3]=[N:4][N:5]=3)[C:32]=1[CH3:33])[C@@H:28]([O:36][CH3:37])[C:27]2=[O:38])=[O:24])([CH3:21])([CH3:19])[CH3:20]. The catalyst class is: 10. (6) Reactant: [OH:1][B:2]1[C:6]2[CH:7]=[C:8]([NH:11][S:12]([C:15]3[CH:20]=[CH:19][C:18]([N+:21]([O-])=O)=[CH:17][CH:16]=3)(=[O:14])=[O:13])[CH:9]=[CH:10][C:5]=2[CH2:4][O:3]1. Product: [NH2:21][C:18]1[CH:19]=[CH:20][C:15]([S:12]([NH:11][C:8]2[CH:9]=[CH:10][C:5]3[CH2:4][O:3][B:2]([OH:1])[C:6]=3[CH:7]=2)(=[O:13])=[O:14])=[CH:16][CH:17]=1. The catalyst class is: 19.